Dataset: Full USPTO retrosynthesis dataset with 1.9M reactions from patents (1976-2016). Task: Predict the reactants needed to synthesize the given product. (1) Given the product [Cl:21][C:22]1[C:30]2[C:25](=[CH:26][CH:27]=[CH:28][CH:29]=2)[NH:24][C:23]=1[C:31]1[O:37][C:34]([CH3:35])=[CH:33][N:32]=1, predict the reactants needed to synthesize it. The reactants are: CC[N+](S(/N=C(/OC)\[O-])(=O)=O)(CC)CC.O1CCCC1.[Cl:21][C:22]1[C:30]2[C:25](=[CH:26][CH:27]=[CH:28][CH:29]=2)[NH:24][C:23]=1[C:31](=[O:37])[NH:32][CH2:33][C:34](=O)[CH3:35]. (2) Given the product [F:1][C:2]1[C:7]([O:8][C:9]2[CH:10]=[CH:11][CH:12]=[CH:13][CH:14]=2)=[C:6]([F:15])[CH:5]=[CH:4][C:3]=1[CH:16]([NH:21][S:22]([C:24]([CH3:27])([CH3:25])[CH3:26])=[O:23])[CH2:17][C:18]([NH:49][C:50]1[CH:55]=[CH:54][N:53]=[CH:52][CH:51]=1)=[O:19], predict the reactants needed to synthesize it. The reactants are: [F:1][C:2]1[C:7]([O:8][C:9]2[CH:14]=[CH:13][CH:12]=[CH:11][CH:10]=2)=[C:6]([F:15])[CH:5]=[CH:4][C:3]=1[CH:16]([NH:21][S:22]([C:24]([CH3:27])([CH3:26])[CH3:25])=[O:23])[CH2:17][C:18](O)=[O:19].C(N=C=NCCCN(C)C)C.ON1C2C=CC=CC=2N=N1.[NH2:49][C:50]1[CH:55]=[CH:54][N:53]=[CH:52][CH:51]=1. (3) Given the product [Cl:1][C:2]1[CH:3]=[C:4]([CH:23]=[CH:24][C:25]=1[Cl:26])[CH2:5][N:6]1[C:7](=[O:22])[C:8]2[C:17](=[C:16]([OH:20])[C:15]3[N:14]=[CH:13][CH:12]=[N:11][C:10]=3[C:9]=2[O:21][C:27](=[O:39])[CH2:28][CH2:29][CH2:30][CH2:31][CH2:32][CH2:33][CH2:34][CH2:35][CH2:36][CH2:37][CH3:38])[C:18]1=[O:19], predict the reactants needed to synthesize it. The reactants are: [Cl:1][C:2]1[CH:3]=[C:4]([CH:23]=[CH:24][C:25]=1[Cl:26])[CH2:5][N:6]1[C:18](=[O:19])[C:17]2[C:8](=[C:9]([OH:21])[C:10]3[N:11]=[CH:12][CH:13]=[N:14][C:15]=3[C:16]=2[OH:20])[C:7]1=[O:22].[C:27](O)(=[O:39])[CH2:28][CH2:29][CH2:30][CH2:31][CH2:32][CH2:33][CH2:34][CH2:35][CH2:36][CH2:37][CH3:38].CN(C(ON1N=NC2C=CC=CC1=2)=[N+](C)C)C.[B-](F)(F)(F)F.C(N(CC)CC)C. (4) Given the product [C:20]([O:24][C:25](=[O:43])[NH:26][C:27]1[CH:28]=[CH:29][C:30]([NH:33][C:34]2[S:35][C:36]([NH:42][C:9](=[O:11])[C:8]3[CH:7]=[CH:6][C:5]([NH:4][C:1](=[O:3])[CH3:2])=[CH:13][CH:12]=3)=[C:37]([C:39](=[O:41])[NH2:40])[N:38]=2)=[CH:31][CH:32]=1)([CH3:23])([CH3:21])[CH3:22], predict the reactants needed to synthesize it. The reactants are: [C:1]([NH:4][C:5]1[CH:13]=[CH:12][C:8]([C:9]([OH:11])=O)=[CH:7][CH:6]=1)(=[O:3])[CH3:2].C(Cl)(=O)C(Cl)=O.[C:20]([O:24][C:25](=[O:43])[NH:26][C:27]1[CH:32]=[CH:31][C:30]([NH:33][C:34]2[S:35][C:36]([NH2:42])=[C:37]([C:39](=[O:41])[NH2:40])[N:38]=2)=[CH:29][CH:28]=1)([CH3:23])([CH3:22])[CH3:21]. (5) Given the product [CH2:23]=[C:24]([C:2]1[C:7]2[O:8][C:9]3[CH:14]=[CH:13][CH:12]=[CH:11][C:10]=3[C:6]=2[CH:5]=[CH:4][CH:3]=1)[CH3:28], predict the reactants needed to synthesize it. The reactants are: I[C:2]1[C:7]2[O:8][C:9]3[CH:14]=[CH:13][CH:12]=[CH:11][C:10]=3[C:6]=2[CH:5]=[CH:4][CH:3]=1.P([O-])([O-])([O-])=O.[K+].[K+].[K+].[CH3:23][C:24]1(C)[C:28](C)(C)OB(C(C)=C)O1. (6) Given the product [F:23][C:24]1[CH:29]=[CH:28][CH:27]=[CH:26][C:25]=1[S:30]([NH:1][C:2]1[CH:3]=[CH:4][C:5]([CH:8]2[C:17]([CH3:18])([CH3:19])[CH2:16][C:15]3[C:10](=[CH:11][CH:12]=[C:13]([C:20]([OH:22])=[O:21])[CH:14]=3)[NH:9]2)=[CH:6][CH:7]=1)(=[O:32])=[O:31], predict the reactants needed to synthesize it. The reactants are: [NH2:1][C:2]1[CH:7]=[CH:6][C:5]([CH:8]2[C:17]([CH3:19])([CH3:18])[CH2:16][C:15]3[C:10](=[CH:11][CH:12]=[C:13]([C:20]([OH:22])=[O:21])[CH:14]=3)[NH:9]2)=[CH:4][CH:3]=1.[F:23][C:24]1[CH:29]=[CH:28][CH:27]=[CH:26][C:25]=1[S:30](Cl)(=[O:32])=[O:31].